This data is from Full USPTO retrosynthesis dataset with 1.9M reactions from patents (1976-2016). The task is: Predict the reactants needed to synthesize the given product. (1) Given the product [Cl:8][C:9]1[CH:10]=[C:11]2[C:12](=[CH:13][CH:14]=1)[NH:15][C:25]([CH2:24][CH2:23][N:27]1[C:35](=[O:36])[C:34]3[C:29](=[CH:30][CH:31]=[CH:32][CH:33]=3)[C:28]1=[O:37])=[CH:26]2, predict the reactants needed to synthesize it. The reactants are: C(N(CC)CC)C.[Cl:8][C:9]1[CH:14]=[CH:13][C:12]([NH:15]C(=O)C(F)(F)F)=[C:11](I)[CH:10]=1.[CH2:23]([N:27]1[C:35](=[O:36])[C:34]2[C:29](=[CH:30][CH:31]=[CH:32][CH:33]=2)[C:28]1=[O:37])[CH2:24][C:25]#[CH:26].N1CCCCC1. (2) The reactants are: [C:1]([C:4]1[CH:9]=[CH:8][C:7](B(O)O)=[CH:6][CH:5]=1)([OH:3])=O.CC1(C)C(C)(C)OB([C:21]2[CH:29]=[CH:28][C:24]([C:25]([NH2:27])=[O:26])=[CH:23][CH:22]=2)O1.[NH3:31]. Given the product [OH:3][CH2:1][C:4]1[CH:9]=[C:8]2[C:7]([CH2:28][C:24]3[C:25]([C:21]4[CH:22]=[CH:23][C:24]([C:25]([NH2:27])=[O:26])=[CH:28][CH:29]=4)=[N:27][NH:31][C:23]=32)=[CH:6][CH:5]=1, predict the reactants needed to synthesize it. (3) Given the product [CH3:37][N:33]1[CH:32]=[CH:36][N:35]=[CH:34]1.[CH:48]1([CH2:49][C:50]2([C:59]3[CH:64]=[CH:63][CH:62]=[C:61]([C:65]#[CH:66])[CH:60]=3)[C:7]3[C:2](=[CH:3][CH:4]=[CH:5][CH:6]=3)[NH:53][C:52](=[O:57])[CH2:51]2)[CH2:47][CH2:67]1, predict the reactants needed to synthesize it. The reactants are: Cl[C:2]1[CH:7]=[CH:6][C:5](C(O)([C:32]2[N:33]([CH3:37])[CH:34]=[N:35][CH:36]=2)C2C=C3C(=CC=2)N(CC2CC2)C(=O)C=C3C2C=CC=C(C#C)C=2)=[CH:4][CH:3]=1.ClC1C=CC(C2C=C3[C:49]([C:50]([C:59]4[CH:64]=[CH:63][CH:62]=[C:61]([C:65]#[CH:66])[CH:60]=4)=[C:51](C)[C:52](=[O:57])[N:53]3C)=[C:48]([C:67]3N(C)C=NC=3)[C:47]=2O)=CC=1. (4) Given the product [CH3:1][O:2][C:3]1[CH:4]=[CH:5][C:6]([CH2:7][N:8]2[CH:18]=[C:17]([C:16]([O:15][CH2:13][CH3:14])=[O:19])[N:10]=[N:9]2)=[CH:11][CH:12]=1, predict the reactants needed to synthesize it. The reactants are: [CH3:1][O:2][C:3]1[CH:12]=[CH:11][C:6]([CH2:7][N:8]=[N+:9]=[N-:10])=[CH:5][CH:4]=1.[CH2:13]([O:15][C:16](=[O:19])[CH2:17][CH3:18])[CH3:14]. (5) Given the product [F:22][C:21]1[CH:20]=[C:19]2[C:14]([CH2:15][CH2:16][C:17](=[O:24])[N:18]2[CH3:23])=[CH:13][C:12]=1[C:8]1[CH:7]=[C:6]([O:5][CH2:4][CH2:3][NH:2][C:32]([C:27]2[C:26]([Cl:25])=[CH:31][CH:30]=[CH:29][N:28]=2)=[O:33])[CH:11]=[N:10][CH:9]=1, predict the reactants needed to synthesize it. The reactants are: Cl.[NH2:2][CH2:3][CH2:4][O:5][C:6]1[CH:7]=[C:8]([C:12]2[CH:13]=[C:14]3[C:19](=[CH:20][C:21]=2[F:22])[N:18]([CH3:23])[C:17](=[O:24])[CH2:16][CH2:15]3)[CH:9]=[N:10][CH:11]=1.[Cl:25][C:26]1[C:27]([C:32](O)=[O:33])=[N:28][CH:29]=[CH:30][CH:31]=1. (6) Given the product [Cl:1][C:2]1[CH:7]=[CH:6][CH:5]=[CH:4][C:3]=1[C:8]1[CH:17]=[C:16]([CH2:18][N:19]2[CH2:24][CH2:23][NH:22][CH:21]([CH3:35])[CH2:20]2)[CH:15]=[C:14]2[C:9]=1[CH2:10][NH:11][C:12](=[O:44])[N:13]2[C:36]1[C:37]([Cl:43])=[CH:38][CH:39]=[CH:40][C:41]=1[Cl:42], predict the reactants needed to synthesize it. The reactants are: [Cl:1][C:2]1[CH:7]=[CH:6][CH:5]=[CH:4][C:3]=1[C:8]1[CH:17]=[C:16]([CH2:18][N:19]2[CH2:24][CH2:23][N:22](C(OCC3C=CC=CC=3)=O)[CH:21]([CH3:35])[CH2:20]2)[CH:15]=[C:14]2[C:9]=1[CH2:10][NH:11][C:12](=[O:44])[N:13]2[C:36]1[C:41]([Cl:42])=[CH:40][CH:39]=[CH:38][C:37]=1[Cl:43].Br.CC(O)=O. (7) Given the product [O:20]([C:2]1[CH:9]=[CH:8][C:5]([CH:6]=[O:7])=[CH:4][C:3]=1[C:10]([F:13])([F:12])[F:11])[C:14]1[CH:19]=[CH:18][CH:17]=[CH:16][CH:15]=1, predict the reactants needed to synthesize it. The reactants are: F[C:2]1[CH:9]=[CH:8][C:5]([CH:6]=[O:7])=[CH:4][C:3]=1[C:10]([F:13])([F:12])[F:11].[C:14]1([OH:20])[CH:19]=[CH:18][CH:17]=[CH:16][CH:15]=1.C(=O)([O-])[O-].[K+].[K+].